This data is from NCI-60 drug combinations with 297,098 pairs across 59 cell lines. The task is: Regression. Given two drug SMILES strings and cell line genomic features, predict the synergy score measuring deviation from expected non-interaction effect. (1) Drug 1: CC1OCC2C(O1)C(C(C(O2)OC3C4COC(=O)C4C(C5=CC6=C(C=C35)OCO6)C7=CC(=C(C(=C7)OC)O)OC)O)O. Drug 2: C1=CC(=CC=C1CCCC(=O)O)N(CCCl)CCCl. Cell line: UACC62. Synergy scores: CSS=43.0, Synergy_ZIP=-1.61, Synergy_Bliss=-0.524, Synergy_Loewe=3.67, Synergy_HSA=5.59. (2) Drug 1: C1CN1P(=S)(N2CC2)N3CC3. Drug 2: CC=C1C(=O)NC(C(=O)OC2CC(=O)NC(C(=O)NC(CSSCCC=C2)C(=O)N1)C(C)C)C(C)C. Cell line: SW-620. Synergy scores: CSS=30.3, Synergy_ZIP=-2.11, Synergy_Bliss=1.59, Synergy_Loewe=-27.5, Synergy_HSA=-0.338. (3) Cell line: M14. Drug 2: CNC(=O)C1=NC=CC(=C1)OC2=CC=C(C=C2)NC(=O)NC3=CC(=C(C=C3)Cl)C(F)(F)F. Synergy scores: CSS=9.74, Synergy_ZIP=-5.10, Synergy_Bliss=-0.919, Synergy_Loewe=-6.17, Synergy_HSA=-5.38. Drug 1: C1CCN(CC1)CCOC2=CC=C(C=C2)C(=O)C3=C(SC4=C3C=CC(=C4)O)C5=CC=C(C=C5)O. (4) Drug 1: C(=O)(N)NO. Drug 2: CC1CCC2CC(C(=CC=CC=CC(CC(C(=O)C(C(C(=CC(C(=O)CC(OC(=O)C3CCCCN3C(=O)C(=O)C1(O2)O)C(C)CC4CCC(C(C4)OC)O)C)C)O)OC)C)C)C)OC. Cell line: NCI/ADR-RES. Synergy scores: CSS=10.1, Synergy_ZIP=-1.31, Synergy_Bliss=4.37, Synergy_Loewe=0.714, Synergy_HSA=1.47. (5) Drug 1: CC1=C(N=C(N=C1N)C(CC(=O)N)NCC(C(=O)N)N)C(=O)NC(C(C2=CN=CN2)OC3C(C(C(C(O3)CO)O)O)OC4C(C(C(C(O4)CO)O)OC(=O)N)O)C(=O)NC(C)C(C(C)C(=O)NC(C(C)O)C(=O)NCCC5=NC(=CS5)C6=NC(=CS6)C(=O)NCCC[S+](C)C)O. Drug 2: CCC1(CC2CC(C3=C(CCN(C2)C1)C4=CC=CC=C4N3)(C5=C(C=C6C(=C5)C78CCN9C7C(C=CC9)(C(C(C8N6C)(C(=O)OC)O)OC(=O)C)CC)OC)C(=O)OC)O.OS(=O)(=O)O. Cell line: SW-620. Synergy scores: CSS=9.70, Synergy_ZIP=-2.20, Synergy_Bliss=4.13, Synergy_Loewe=-2.29, Synergy_HSA=-2.30. (6) Drug 1: CN1C2=C(C=C(C=C2)N(CCCl)CCCl)N=C1CCCC(=O)O.Cl. Drug 2: CC(C)NC(=O)C1=CC=C(C=C1)CNNC.Cl. Cell line: U251. Synergy scores: CSS=1.44, Synergy_ZIP=-2.07, Synergy_Bliss=-4.07, Synergy_Loewe=-5.00, Synergy_HSA=-7.36. (7) Drug 1: C#CCC(CC1=CN=C2C(=N1)C(=NC(=N2)N)N)C3=CC=C(C=C3)C(=O)NC(CCC(=O)O)C(=O)O. Drug 2: CC1C(C(CC(O1)OC2CC(CC3=C2C(=C4C(=C3O)C(=O)C5=CC=CC=C5C4=O)O)(C(=O)C)O)N)O. Cell line: SK-MEL-5. Synergy scores: CSS=65.1, Synergy_ZIP=-6.32, Synergy_Bliss=-3.77, Synergy_Loewe=-0.204, Synergy_HSA=0.843. (8) Drug 1: C1CC(=O)NC(=O)C1N2CC3=C(C2=O)C=CC=C3N. Drug 2: CC(C)CN1C=NC2=C1C3=CC=CC=C3N=C2N. Cell line: IGROV1. Synergy scores: CSS=6.56, Synergy_ZIP=-2.64, Synergy_Bliss=1.10, Synergy_Loewe=0.700, Synergy_HSA=0.762. (9) Drug 1: C1=CC=C(C(=C1)C(C2=CC=C(C=C2)Cl)C(Cl)Cl)Cl. Drug 2: C(CCl)NC(=O)N(CCCl)N=O. Cell line: SF-295. Synergy scores: CSS=8.92, Synergy_ZIP=0.879, Synergy_Bliss=2.14, Synergy_Loewe=-8.46, Synergy_HSA=-2.59.